Task: Binary Classification. Given a T-cell receptor sequence (or CDR3 region) and an epitope sequence, predict whether binding occurs between them.. Dataset: TCR-epitope binding with 47,182 pairs between 192 epitopes and 23,139 TCRs (1) The epitope is VTEHDTLLY. The TCR CDR3 sequence is CASSQEALRGFGTGELFF. Result: 0 (the TCR does not bind to the epitope). (2) The epitope is GTHWFVTQR. The TCR CDR3 sequence is CASSEVDPWSTEAFF. Result: 0 (the TCR does not bind to the epitope). (3) The epitope is NLDSKVGGNY. The TCR CDR3 sequence is CASSLGTGAPYEQYF. Result: 0 (the TCR does not bind to the epitope).